This data is from Tyrosyl-DNA phosphodiesterase HTS with 341,365 compounds. The task is: Binary Classification. Given a drug SMILES string, predict its activity (active/inactive) in a high-throughput screening assay against a specified biological target. (1) The drug is Oc1ccc(c2nc3n([nH]cn3)c2Nc2cc(ccc2)C(OC)=O)cc1. The result is 0 (inactive). (2) The compound is Clc1cc(N2C(=O)C(N3CCC(CC3)c3oc4c(n3)cccc4)CC2=O)cc(Cl)c1. The result is 0 (inactive).